This data is from Forward reaction prediction with 1.9M reactions from USPTO patents (1976-2016). The task is: Predict the product of the given reaction. (1) The product is: [CH3:1][O:2][C:3](=[O:11])[C:4]1[CH:9]=[C:8]([I:12])[CH:7]=[N:6][C:5]=1[OH:10]. Given the reactants [CH3:1][O:2][C:3](=[O:11])[C:4]1[CH:9]=[CH:8][CH:7]=[N:6][C:5]=1[OH:10].[I:12]C1CC(=O)NC1=O, predict the reaction product. (2) Given the reactants [H-].[Na+].C[C:4]([CH3:7])([O-])[CH3:5].[K+].C(=O)([O-])[O-].[K+].[K+].O1[CH2:19][CH2:18][CH2:17][CH2:16]1.[CH3:20][N:21]([CH3:24])C=O, predict the reaction product. The product is: [N:21]1[C:24]2[C:18](=[CH:19][CH:5]=[CH:4][CH:7]=2)[CH:17]=[CH:16][CH:20]=1. (3) Given the reactants [C:1]([CH:5]1[CH2:10][CH2:9][C:8](B(O)O)=[CH:7][CH2:6]1)([CH3:4])([CH3:3])[CH3:2].[CH2:14]([OH:16])[CH3:15].[C:17](=[O:20])([O-])[O-].[Na+].[Na+].Cl, predict the reaction product. The product is: [CH2:14]([O:16][C:17](=[O:20])[CH2:1][C:5]1[CH:10]=[CH:9][C:8]([C:8]2[CH2:9][CH2:10][CH:5]([C:1]([CH3:4])([CH3:3])[CH3:2])[CH2:6][CH:7]=2)=[CH:7][CH:6]=1)[CH3:15]. (4) Given the reactants C[O:2][C:3]1[CH:8]=[C:7]([O:9][C:10]([F:13])([F:12])[F:11])[CH:6]=[CH:5][C:4]=1[C:14]1[C:22]2[C:17](=[N:18][C:19]([NH2:23])=[N:20][CH:21]=2)[N:16]([CH3:24])[N:15]=1.B(Br)(Br)Br.C(Cl)Cl, predict the reaction product. The product is: [NH2:23][C:19]1[N:18]=[C:17]2[N:16]([CH3:24])[N:15]=[C:14]([C:4]3[CH:5]=[CH:6][C:7]([O:9][C:10]([F:11])([F:13])[F:12])=[CH:8][C:3]=3[OH:2])[C:22]2=[CH:21][N:20]=1. (5) Given the reactants C(=O)([O-])[O-].[K+].[K+].[C:7]1([C:13](B(O)O)=[CH2:14])[CH:12]=[CH:11][CH:10]=[CH:9][CH:8]=1.[O:18]1[CH2:23][CH2:22][CH2:21][O:20][CH:19]1[C:24]1[CH:29]=[CH:28][C:27]([C:30]2[S:31][C:32]3[CH:38]=[C:37](Br)[CH:36]=[CH:35][C:33]=3[N:34]=2)=[C:26]([F:40])[CH:25]=1, predict the reaction product. The product is: [O:18]1[CH2:23][CH2:22][CH2:21][O:20][CH:19]1[C:24]1[CH:29]=[CH:28][C:27]([C:30]2[S:31][C:32]3[CH:38]=[C:37]([C:13]([C:7]4[CH:12]=[CH:11][CH:10]=[CH:9][CH:8]=4)=[CH2:14])[CH:36]=[CH:35][C:33]=3[N:34]=2)=[C:26]([F:40])[CH:25]=1. (6) Given the reactants [F:1][C:2]1[CH:7]=[C:6]([C:8]([F:11])([F:10])[F:9])[CH:5]=[CH:4][C:3]=1[CH:12]1[CH2:17][C:16](=[O:18])[NH:15][C:14]([CH3:19])=[C:13]1[C:20]([OH:22])=O.[NH2:23][C:24]1[CH:25]=[C:26]2[C:30](=[CH:31][CH:32]=1)[NH:29][N:28]=[C:27]2[Br:33].C(Cl)CCl.CCN(CC)CC, predict the reaction product. The product is: [Br:33][C:27]1[C:26]2[C:30](=[CH:31][CH:32]=[C:24]([NH:23][C:20]([C:13]3[CH:12]([C:3]4[CH:4]=[CH:5][C:6]([C:8]([F:11])([F:10])[F:9])=[CH:7][C:2]=4[F:1])[CH2:17][C:16](=[O:18])[NH:15][C:14]=3[CH3:19])=[O:22])[CH:25]=2)[NH:29][N:28]=1. (7) Given the reactants [CH3:1][C@H:2]1[C@@:41]2([OH:43])[O:42][CH:5]([CH2:6][C@H:7]([O:68][CH3:69])[C:8]([CH3:67])=[CH:9][CH:10]=[CH:11][CH:12]=[CH:13][C@@H:14]([CH3:66])[CH2:15][C@@H:16]([CH3:65])[C:17]([C@H:19]([O:63][CH3:64])[C@H:20]([OH:62])[C:21]([CH3:61])=[CH:22][C@@H:23]([CH3:60])[C:24]([CH2:26][C@@H:27]([C@@H:44]([CH2:46][C@H:47]3[CH2:52][C@@H:51]([O:53][CH3:54])[C@@H:50]([N:55]4[N:59]=[N:58][N:57]=[CH:56]4)[CH2:49][CH2:48]3)[CH3:45])[O:28][C:29]([C@H:31]3[N:36]([C:37]([C:39]2=[O:40])=[O:38])[CH2:35][CH2:34][CH2:33][CH2:32]3)=[O:30])=[O:25])=[O:18])[CH2:4][CH2:3]1.C1(C)C=CC=CC=1, predict the reaction product. The product is: [CH3:1][C@H:2]1[C@@:41]2([OH:43])[O:42][CH:5]([CH2:6][C@H:7]([O:68][CH3:69])[C:8]([CH3:67])=[CH:9][CH:10]=[CH:11][CH:12]=[CH:13][C@@H:14]([CH3:66])[CH2:15][C@@H:16]([CH3:65])[C:17]([C@H:19]([O:63][CH3:64])[C@H:20]([OH:62])[C:21]([CH3:61])=[CH:22][C@@H:23]([CH3:60])[C:24]([CH2:26][C@@H:27]([C@@H:44]([CH2:46][C@H:47]3[CH2:52][C@@H:51]([O:53][CH3:54])[C@@H:50]([N:55]4[N:59]=[N:58][N:57]=[CH:56]4)[CH2:49][CH2:48]3)[CH3:45])[O:28][C:29]([C@H:31]3[N:36]([C:37]([C:39]2=[O:40])=[O:38])[CH2:35][CH2:34][CH2:33][CH2:32]3)=[O:30])=[O:25])=[O:18])[CH2:4][CH2:3]1.[C:35](#[N:36])[CH2:34][CH3:33]. (8) Given the reactants [N:1]([CH2:4][C:5]1([OH:13])[CH2:10][CH2:9][CH2:8][C:7]([CH3:12])([CH3:11])[CH2:6]1)=[N+:2]=[N-:3].[H-].[Na+].[CH3:16]I, predict the reaction product. The product is: [N:1]([CH2:4][C:5]1([O:13][CH3:16])[CH2:10][CH2:9][CH2:8][C:7]([CH3:11])([CH3:12])[CH2:6]1)=[N+:2]=[N-:3].